Dataset: Retrosynthesis with 50K atom-mapped reactions and 10 reaction types from USPTO. Task: Predict the reactants needed to synthesize the given product. (1) Given the product NNc1ccc(Br)cn1, predict the reactants needed to synthesize it. The reactants are: Brc1ccc(Br)nc1.NN. (2) Given the product COc1ccc2c(c1)CC(=O)N2C(CC1CCCC1)C(=O)O, predict the reactants needed to synthesize it. The reactants are: COc1ccc2c(c1)C(=O)C(=O)N2C(CC1CCCC1)C(=O)O. (3) Given the product Cc1noc(C)c1-c1cc(I)c2nc(C3CCO3)[nH]c2c1, predict the reactants needed to synthesize it. The reactants are: Cc1noc(C)c1-c1cc(N)c(N)c(I)c1.O=C(O)C1CCO1. (4) The reactants are: COc1ccc(N)cc1OC.O=C(Cl)CCCl. Given the product COc1ccc(NC(=O)CCCl)cc1OC, predict the reactants needed to synthesize it. (5) Given the product COCCNc1cc(C(=O)Nc2ccccc2-c2nc3ccncc3s2)nc(-c2ccccc2)n1, predict the reactants needed to synthesize it. The reactants are: COCCN.O=C(Nc1ccccc1-c1nc2ccncc2s1)c1cc(Cl)nc(-c2ccccc2)n1. (6) Given the product Oc1ccc(-c2ccc(Br)c3ccccc23)cc1, predict the reactants needed to synthesize it. The reactants are: COc1ccc(-c2ccc(Br)c3ccccc23)cc1.